Dataset: CYP2D6 inhibition data for predicting drug metabolism from PubChem BioAssay. Task: Regression/Classification. Given a drug SMILES string, predict its absorption, distribution, metabolism, or excretion properties. Task type varies by dataset: regression for continuous measurements (e.g., permeability, clearance, half-life) or binary classification for categorical outcomes (e.g., BBB penetration, CYP inhibition). Dataset: cyp2d6_veith. (1) The compound is O=C(N/N=C(\c1ccccc1)c1cccnc1)C(O)(c1ccccc1)c1ccccc1. The result is 0 (non-inhibitor). (2) The molecule is C=CC[C@@H]1C=C[C@@H](O/N=C(/C)CCC(=O)OC[C@@H]2O[C@H](C#Cc3ccccc3)C=C[C@@H]2Oc2ccc(C)cc2)[C@@H](CO)O1. The result is 0 (non-inhibitor).